From a dataset of Full USPTO retrosynthesis dataset with 1.9M reactions from patents (1976-2016). Predict the reactants needed to synthesize the given product. (1) Given the product [CH2:1]([N:8]1[CH2:13][CH2:12][CH:11]([NH:14][C:15](=[O:20])[C:16]([F:19])([F:17])[F:18])[CH:10]([CH3:32])[CH2:9]1)[C:2]1[CH:7]=[CH:6][CH:5]=[CH:4][CH:3]=1, predict the reactants needed to synthesize it. The reactants are: [CH2:1]([N:8]1[CH2:13][CH2:12][CH:11]([N:14](CC2C=CC(OC)=CC=2OC)[C:15](=[O:20])[C:16]([F:19])([F:18])[F:17])[CH:10]([CH3:32])[CH2:9]1)[C:2]1[CH:7]=[CH:6][CH:5]=[CH:4][CH:3]=1.FC(F)(F)C(O)=O. (2) Given the product [CH3:16][Si:15]([CH3:18])([CH3:17])[C:5]1[S:1][C:2]2[CH:8]=[CH:7][S:6][C:3]=2[CH:4]=1, predict the reactants needed to synthesize it. The reactants are: [S:1]1[CH:5]=[CH:4][C:3]2[S:6][CH:7]=[CH:8][C:2]1=2.C([Li])CCC.Cl[Si:15]([CH3:18])([CH3:17])[CH3:16]. (3) Given the product [OH:11][C@H:10]([C:20]1[CH:21]=[N:22][CH:23]=[CH:24][CH:25]=1)[CH2:9][NH:8][CH2:26][C@H:27]1[CH2:36][CH2:35][C:34]2[C:29](=[CH:30][CH:31]=[C:32]([CH2:37][C:38]3[CH:47]=[CH:46][C:41]([C:42]([OH:44])=[O:43])=[CH:40][CH:39]=3)[CH:33]=2)[O:28]1, predict the reactants needed to synthesize it. The reactants are: C(OC([N:8]([CH2:26][C@H:27]1[CH2:36][CH2:35][C:34]2[C:29](=[CH:30][CH:31]=[C:32]([CH2:37][C:38]3[CH:47]=[CH:46][C:41]([C:42]([O:44]C)=[O:43])=[CH:40][CH:39]=3)[CH:33]=2)[O:28]1)[CH2:9][C@@H:10]([C:20]1[CH:21]=[N:22][CH:23]=[CH:24][CH:25]=1)[O:11][SiH2]C(C)(C)C(C)(C)C)=O)(C)(C)C.[Li+].[OH-].CO.P(=O)(O)(O)O. (4) Given the product [Br:11][C:8]1[CH:9]=[CH:10][C:5]([CH:3]2[CH2:2][O:4]2)=[CH:6][C:7]=1[F:12], predict the reactants needed to synthesize it. The reactants are: Cl[CH2:2][C:3]([C:5]1[CH:10]=[CH:9][C:8]([Br:11])=[C:7]([F:12])[CH:6]=1)=[O:4].[BH4-].[Na+].C[O-].[Na+].O. (5) Given the product [Cl:1][C:2]1[CH:3]=[C:4]([CH:8]=[CH:9][C:10]=1[NH:11][C:12]1[CH2:17][CH2:16][CH2:15][C:14](=[O:18])[C:13]=1[CH3:19])[C:5]([NH:20][C:21]1[CH:26]=[CH:25][CH:24]=[CH:23][C:22]=1[CH3:27])=[O:7], predict the reactants needed to synthesize it. The reactants are: [Cl:1][C:2]1[CH:3]=[C:4]([CH:8]=[CH:9][C:10]=1[NH:11][C:12]1[CH2:17][CH2:16][CH2:15][C:14](=[O:18])[C:13]=1[CH3:19])[C:5]([OH:7])=O.[NH2:20][C:21]1[C:22]([CH3:27])=[CH:23][CH:24]=[CH:25][CH:26]=1. (6) Given the product [CH3:19][O:18][C:15]1[CH:16]=[N:17][C:12]([CH:9]([NH2:8])[CH2:10][CH3:11])=[N:13][CH:14]=1, predict the reactants needed to synthesize it. The reactants are: C([NH:8][CH:9]([C:12]1[N:17]=[CH:16][C:15]([O:18][CH3:19])=[CH:14][N:13]=1)[CH2:10][CH3:11])C1C=CC=CC=1. (7) Given the product [CH3:1][O:2][C:3]1[CH:8]=[CH:7][C:6]([C:9]2[CH:14]=[CH:13][C:12]([C:15]([OH:17])=[O:16])=[CH:11][C:10]=2[CH3:19])=[CH:5][C:4]=1[C:20]1[CH:25]=[CH:24][C:23]([C:26]([F:28])([F:29])[F:27])=[CH:22][C:21]=1[CH2:30][N:31]1[CH2:36][CH2:35][C@@H:34]([C:37]2[CH:42]=[CH:41][CH:40]=[CH:39][C:38]=2[O:43][CH3:44])[O:33][C:32]1=[O:45], predict the reactants needed to synthesize it. The reactants are: [CH3:1][O:2][C:3]1[CH:8]=[CH:7][C:6]([C:9]2[CH:14]=[CH:13][C:12]([C:15]([O:17]C)=[O:16])=[CH:11][C:10]=2[CH3:19])=[CH:5][C:4]=1[C:20]1[CH:25]=[CH:24][C:23]([C:26]([F:29])([F:28])[F:27])=[CH:22][C:21]=1[CH2:30][N:31]1[CH2:36][CH2:35][C@@H:34]([C:37]2[CH:42]=[CH:41][CH:40]=[CH:39][C:38]=2[O:43][CH3:44])[O:33][C:32]1=[O:45].[OH-].[K+].